Dataset: NCI-60 drug combinations with 297,098 pairs across 59 cell lines. Task: Regression. Given two drug SMILES strings and cell line genomic features, predict the synergy score measuring deviation from expected non-interaction effect. (1) Drug 1: C1CCC(C1)C(CC#N)N2C=C(C=N2)C3=C4C=CNC4=NC=N3. Drug 2: CC12CCC3C(C1CCC2OP(=O)(O)O)CCC4=C3C=CC(=C4)OC(=O)N(CCCl)CCCl.[Na+]. Cell line: SK-MEL-5. Synergy scores: CSS=-14.6, Synergy_ZIP=6.39, Synergy_Bliss=-4.70, Synergy_Loewe=-25.2, Synergy_HSA=-22.3. (2) Drug 1: CC1=C(C=C(C=C1)NC2=NC=CC(=N2)N(C)C3=CC4=NN(C(=C4C=C3)C)C)S(=O)(=O)N.Cl. Drug 2: C1CNP(=O)(OC1)N(CCCl)CCCl. Cell line: ACHN. Synergy scores: CSS=2.38, Synergy_ZIP=-2.15, Synergy_Bliss=-2.30, Synergy_Loewe=-19.2, Synergy_HSA=-4.77. (3) Drug 1: C1=NC2=C(N=C(N=C2N1C3C(C(C(O3)CO)O)O)F)N. Drug 2: C1CCC(C(C1)N)N.C(=O)(C(=O)[O-])[O-].[Pt+4]. Cell line: M14. Synergy scores: CSS=30.4, Synergy_ZIP=-7.89, Synergy_Bliss=-4.00, Synergy_Loewe=-1.76, Synergy_HSA=-0.514. (4) Drug 1: C1=CC(=CC=C1C#N)C(C2=CC=C(C=C2)C#N)N3C=NC=N3. Drug 2: CC(C)NC(=O)C1=CC=C(C=C1)CNNC.Cl. Cell line: CAKI-1. Synergy scores: CSS=-6.76, Synergy_ZIP=2.40, Synergy_Bliss=-0.297, Synergy_Loewe=-7.44, Synergy_HSA=-7.23. (5) Drug 1: C1=CC(=CC=C1C#N)C(C2=CC=C(C=C2)C#N)N3C=NC=N3. Drug 2: CC1=C(C=C(C=C1)C(=O)NC2=CC(=CC(=C2)C(F)(F)F)N3C=C(N=C3)C)NC4=NC=CC(=N4)C5=CN=CC=C5. Cell line: SN12C. Synergy scores: CSS=-6.55, Synergy_ZIP=4.81, Synergy_Bliss=6.22, Synergy_Loewe=-6.22, Synergy_HSA=-7.27. (6) Drug 1: CC(C1=C(C=CC(=C1Cl)F)Cl)OC2=C(N=CC(=C2)C3=CN(N=C3)C4CCNCC4)N. Drug 2: CCC1=C2CN3C(=CC4=C(C3=O)COC(=O)C4(CC)O)C2=NC5=C1C=C(C=C5)O. Cell line: T-47D. Synergy scores: CSS=34.7, Synergy_ZIP=5.13, Synergy_Bliss=6.24, Synergy_Loewe=-20.7, Synergy_HSA=4.86. (7) Drug 1: CC(C1=C(C=CC(=C1Cl)F)Cl)OC2=C(N=CC(=C2)C3=CN(N=C3)C4CCNCC4)N. Drug 2: C1=CC(=C2C(=C1NCCNCCO)C(=O)C3=C(C=CC(=C3C2=O)O)O)NCCNCCO. Cell line: SNB-75. Synergy scores: CSS=59.1, Synergy_ZIP=17.2, Synergy_Bliss=15.0, Synergy_Loewe=-10.8, Synergy_HSA=15.4.